This data is from Full USPTO retrosynthesis dataset with 1.9M reactions from patents (1976-2016). The task is: Predict the reactants needed to synthesize the given product. Given the product [Br:1][C:2]1[CH:7]=[CH:6][C:5]([O:8][CH3:9])=[CH:4][C:3]=1[CH:10]1[CH2:12][C:11]1([C:13]([O:15][CH2:16][CH3:17])=[O:14])[C:18]([OH:20])=[O:19], predict the reactants needed to synthesize it. The reactants are: [Br:1][C:2]1[CH:7]=[CH:6][C:5]([O:8][CH3:9])=[CH:4][C:3]=1[CH:10]1[CH2:12][C:11]1([C:18]([O:20]CC)=[O:19])[C:13]([O:15][CH2:16][CH3:17])=[O:14].[OH-].[Na+].Cl.CC(O)C.